Dataset: NCI-60 drug combinations with 297,098 pairs across 59 cell lines. Task: Regression. Given two drug SMILES strings and cell line genomic features, predict the synergy score measuring deviation from expected non-interaction effect. (1) Synergy scores: CSS=11.1, Synergy_ZIP=-1.88, Synergy_Bliss=0.868, Synergy_Loewe=-5.95, Synergy_HSA=-6.75. Drug 2: CC(C)(C#N)C1=CC(=CC(=C1)CN2C=NC=N2)C(C)(C)C#N. Drug 1: CN1C(=O)N2C=NC(=C2N=N1)C(=O)N. Cell line: SR. (2) Drug 1: CC1=C2C(C(=O)C3(C(CC4C(C3C(C(C2(C)C)(CC1OC(=O)C(C(C5=CC=CC=C5)NC(=O)OC(C)(C)C)O)O)OC(=O)C6=CC=CC=C6)(CO4)OC(=O)C)OC)C)OC. Drug 2: CC1C(C(CC(O1)OC2CC(CC3=C2C(=C4C(=C3O)C(=O)C5=CC=CC=C5C4=O)O)(C(=O)C)O)N)O. Cell line: SF-268. Synergy scores: CSS=33.3, Synergy_ZIP=-6.74, Synergy_Bliss=-8.64, Synergy_Loewe=-4.91, Synergy_HSA=-3.31. (3) Drug 1: CC1=C(C=C(C=C1)C(=O)NC2=CC(=CC(=C2)C(F)(F)F)N3C=C(N=C3)C)NC4=NC=CC(=N4)C5=CN=CC=C5. Drug 2: CC1C(C(CC(O1)OC2CC(CC3=C2C(=C4C(=C3O)C(=O)C5=C(C4=O)C(=CC=C5)OC)O)(C(=O)CO)O)N)O.Cl. Cell line: MOLT-4. Synergy scores: CSS=35.6, Synergy_ZIP=2.79, Synergy_Bliss=0.107, Synergy_Loewe=-34.3, Synergy_HSA=-3.53. (4) Drug 1: CC1=C(C=C(C=C1)NC2=NC=CC(=N2)N(C)C3=CC4=NN(C(=C4C=C3)C)C)S(=O)(=O)N.Cl. Drug 2: CCC(=C(C1=CC=CC=C1)C2=CC=C(C=C2)OCCN(C)C)C3=CC=CC=C3.C(C(=O)O)C(CC(=O)O)(C(=O)O)O. Cell line: UO-31. Synergy scores: CSS=15.3, Synergy_ZIP=9.05, Synergy_Bliss=11.5, Synergy_Loewe=13.5, Synergy_HSA=14.4.